Dataset: Full USPTO retrosynthesis dataset with 1.9M reactions from patents (1976-2016). Task: Predict the reactants needed to synthesize the given product. (1) Given the product [CH3:1][O:2][C:3]1[C:4]([O:28][CH3:29])=[CH:5][C:6]2[C:12]([C:13]3[CH:18]=[CH:17][C:16]([N:19]4[CH2:20][CH2:21][N:22]([CH3:25])[CH2:23][CH2:24]4)=[CH:15][CH:14]=3)=[N:11][N:10]([C:32](=[S:33])[NH:31][CH3:30])[CH:9]([CH3:26])[CH2:8][C:7]=2[CH:27]=1, predict the reactants needed to synthesize it. The reactants are: [CH3:1][O:2][C:3]1[C:4]([O:28][CH3:29])=[CH:5][C:6]2[C:12]([C:13]3[CH:18]=[CH:17][C:16]([N:19]4[CH2:24][CH2:23][N:22]([CH3:25])[CH2:21][CH2:20]4)=[CH:15][CH:14]=3)=[N:11][NH:10][CH:9]([CH3:26])[CH2:8][C:7]=2[CH:27]=1.[CH3:30][N:31]=[C:32]=[S:33].C(N(CC)CC)C.C(=O)([O-])[O-].[NH4+].[NH4+]. (2) Given the product [CH3:16][O:15][C:11]1[CH:10]=[C:9]([N:7]([CH3:8])[C:5]([C:4]2[CH:3]=[C:2]([C:20]3[CH:25]=[CH:24][CH:23]=[CH:22][CH:21]=3)[CH:19]=[CH:18][CH:17]=2)=[O:6])[CH:14]=[CH:13][CH:12]=1, predict the reactants needed to synthesize it. The reactants are: Br[C:2]1[CH:3]=[C:4]([CH:17]=[CH:18][CH:19]=1)[C:5]([N:7]([C:9]1[CH:14]=[CH:13][CH:12]=[C:11]([O:15][CH3:16])[CH:10]=1)[CH3:8])=[O:6].[C:20]1(B(O)O)[CH:25]=[CH:24][CH:23]=[CH:22][CH:21]=1. (3) Given the product [F:11][C:12]([F:21])([F:20])[C:13]1([CH2:16][OH:17])[CH2:15][CH2:14]1, predict the reactants needed to synthesize it. The reactants are: [H-].C([Al+]CC(C)C)C(C)C.[F:11][C:12]([F:21])([F:20])[C:13]1([C:16](OC)=[O:17])[CH2:15][CH2:14]1. (4) Given the product [CH3:21][O:22][C:23]1[CH:28]=[CH:27][C:26]([NH:29][C:18]([C:15]2[N:13]3[N:14]=[C:9]([CH2:1][CH2:2][C:3]4[CH:4]=[CH:5][CH:6]=[CH:7][CH:8]=4)[CH:10]=[CH:11][C:12]3=[N:17][CH:16]=2)=[O:20])=[CH:25][CH:24]=1, predict the reactants needed to synthesize it. The reactants are: [CH2:1]([C:9]1[CH:10]=[CH:11][C:12]2[N:13]([C:15]([C:18]([OH:20])=O)=[CH:16][N:17]=2)[N:14]=1)[CH2:2][C:3]1[CH:8]=[CH:7][CH:6]=[CH:5][CH:4]=1.[CH3:21][O:22][C:23]1[CH:28]=[CH:27][C:26]([NH2:29])=[CH:25][CH:24]=1. (5) Given the product [CH3:1][C:2]1[NH:3][C:4]2[C:9]([CH:10]=1)=[CH:8][C:7]([C:11]1[C:20]([N:21]3[CH2:25][CH2:24][CH2:23][C@@H:22]3[CH3:26])=[N:19][C:18]3[C:13](=[CH:14][CH:15]=[C:16]([C:27]([OH:29])=[O:28])[CH:17]=3)[N:12]=1)=[CH:6][CH:5]=2, predict the reactants needed to synthesize it. The reactants are: [CH3:1][C:2]1[NH:3][C:4]2[C:9]([CH:10]=1)=[CH:8][C:7]([C:11]1[C:20]([N:21]3[CH2:25][CH2:24][CH2:23][C@@H:22]3[CH3:26])=[N:19][C:18]3[C:13](=[CH:14][CH:15]=[C:16]([C:27]([O:29]C)=[O:28])[CH:17]=3)[N:12]=1)=[CH:6][CH:5]=2.[OH-].[Na+].